This data is from Full USPTO retrosynthesis dataset with 1.9M reactions from patents (1976-2016). The task is: Predict the reactants needed to synthesize the given product. Given the product [C:1]([OH:4])(=[O:3])[CH3:2].[Cl:30][C:31]1[CH:32]=[C:33]([C:6]2[CH:11]=[CH:10][CH:9]=[C:8]([C:12]3([C:22]4[CH:23]=[CH:24][C:25]([O:28][CH3:29])=[CH:26][CH:27]=4)[C:20]4[C:15](=[CH:16][CH:17]=[CH:18][CH:19]=4)[C:14]([NH2:21])=[N:13]3)[CH:7]=2)[CH:34]=[C:35]([Cl:37])[CH:36]=1, predict the reactants needed to synthesize it. The reactants are: [C:1]([OH:4])(=[O:3])[CH3:2].Br[C:6]1[CH:7]=[C:8]([C:12]2([C:22]3[CH:27]=[CH:26][C:25]([O:28][CH3:29])=[CH:24][CH:23]=3)[C:20]3[C:15](=[CH:16][CH:17]=[CH:18][CH:19]=3)[C:14]([NH2:21])=[N:13]2)[CH:9]=[CH:10][CH:11]=1.[Cl:30][C:31]1[CH:32]=[C:33](B(O)O)[CH:34]=[C:35]([Cl:37])[CH:36]=1.